This data is from Full USPTO retrosynthesis dataset with 1.9M reactions from patents (1976-2016). The task is: Predict the reactants needed to synthesize the given product. (1) Given the product [CH3:1][O:2][C:3](=[O:20])[CH2:4][C@H:5]([N:8]1[C:13](=[O:14])[C:12]2[N:15]=[CH:16][CH:17]=[CH:18][C:11]=2[N:10]([CH2:24][C:25]2[C:33]3[C:28](=[CH:29][C:30]([CH3:35])=[CH:31][C:32]=3[CH3:34])[N:27]([CH3:36])[CH:26]=2)[C:9]1=[O:19])[CH2:6][CH3:7], predict the reactants needed to synthesize it. The reactants are: [CH3:1][O:2][C:3](=[O:20])[CH2:4][C@H:5]([N:8]1[C:13](=[O:14])[C:12]2[N:15]=[CH:16][CH:17]=[CH:18][C:11]=2[NH:10][C:9]1=[O:19])[CH2:6][CH3:7].[I-].C[N+](C)(C)[CH2:24][C:25]1[C:33]2[C:28](=[CH:29][C:30]([CH3:35])=[CH:31][C:32]=2[CH3:34])[N:27]([CH3:36])[CH:26]=1.C(=O)([O-])[O-].[K+].[K+]. (2) Given the product [CH3:1][O:2][C:3]1[CH:16]=[C:15]([O:17][CH3:18])[CH:14]=[CH:13][C:4]=1[CH2:5][N:6]([C:7]1[CH:12]=[CH:11][N:10]=[CH:9][N:8]=1)[S:28]([C:21]1[C:22]([F:27])=[CH:23][C:24]([F:26])=[CH:25][C:20]=1[F:19])(=[O:30])=[O:29], predict the reactants needed to synthesize it. The reactants are: [CH3:1][O:2][C:3]1[CH:16]=[C:15]([O:17][CH3:18])[CH:14]=[CH:13][C:4]=1[CH2:5][NH:6][C:7]1[CH:12]=[CH:11][N:10]=[CH:9][N:8]=1.[F:19][C:20]1[CH:25]=[C:24]([F:26])[CH:23]=[C:22]([F:27])[C:21]=1[S:28](Cl)(=[O:30])=[O:29].N12CCN(CC1)CC2. (3) Given the product [ClH:22].[C:1]([C:5]1[CH:10]=[CH:9][C:8]([C:11]2[N:12]([C:30]([N:44]3[CH2:43][CH2:42][N:41]([CH2:40][C:39]([N:38]([CH3:48])[CH3:37])=[O:47])[CH2:46][CH2:45]3)=[O:31])[C@H:13]([C:23]3[CH:24]=[CH:25][C:26]([Cl:29])=[CH:27][CH:28]=3)[C@H:14]([C:16]3[CH:17]=[CH:18][C:19]([Cl:22])=[CH:20][CH:21]=3)[N:15]=2)=[C:7]([O:33][CH:34]([CH3:36])[CH3:35])[CH:6]=1)([CH3:4])([CH3:2])[CH3:3], predict the reactants needed to synthesize it. The reactants are: [C:1]([C:5]1[CH:10]=[CH:9][C:8]([C:11]2[N:12]([C:30](Cl)=[O:31])[C@H:13]([C:23]3[CH:28]=[CH:27][C:26]([Cl:29])=[CH:25][CH:24]=3)[C@H:14]([C:16]3[CH:21]=[CH:20][C:19]([Cl:22])=[CH:18][CH:17]=3)[N:15]=2)=[C:7]([O:33][CH:34]([CH3:36])[CH3:35])[CH:6]=1)([CH3:4])([CH3:3])[CH3:2].[CH3:37][N:38]([CH3:48])[C:39](=[O:47])[CH2:40][N:41]1[CH2:46][CH2:45][NH:44][CH2:43][CH2:42]1.